From a dataset of Retrosynthesis with 50K atom-mapped reactions and 10 reaction types from USPTO. Predict the reactants needed to synthesize the given product. Given the product CN(C)C(=O)n1cnc(S(=O)(=O)N2C3CCCC2CC3)n1, predict the reactants needed to synthesize it. The reactants are: C1CC2CCC(C1)N2.CN(C)C(=O)n1cnc(S(=O)(=O)Cl)n1.